From a dataset of Forward reaction prediction with 1.9M reactions from USPTO patents (1976-2016). Predict the product of the given reaction. (1) Given the reactants NC1SC2CC(N)CCC=2N=1.[Br:12]Br.[C:14]([NH:17][CH:18]1[CH2:23][CH2:22][C:21](=[O:24])[CH2:20][CH2:19]1)(=[O:16])[CH3:15], predict the reaction product. The product is: [Br:12][CH:22]1[CH2:23][CH:18]([NH:17][C:14](=[O:16])[CH3:15])[CH2:19][CH2:20][C:21]1=[O:24]. (2) Given the reactants [F:1][C:2]([F:8])([F:7])[CH2:3][C:4](Cl)=[O:5].[Cl:9][C:10]1[C:15]([N:16]2[CH2:21][CH2:20][CH:19]([C:22]3[CH:27]=[C:26]([Cl:28])[CH:25]=[C:24]([Cl:29])[CH:23]=3)[CH2:18][CH2:17]2)=[CH:14][N:13]=[N:12][C:11]=1[NH:30][NH2:31].C(=O)(O)[O-].[Na+], predict the reaction product. The product is: [Cl:9][C:10]1[C:15]([N:16]2[CH2:21][CH2:20][CH:19]([C:22]3[CH:23]=[C:24]([Cl:29])[CH:25]=[C:26]([Cl:28])[CH:27]=3)[CH2:18][CH2:17]2)=[CH:14][N:13]=[N:12][C:11]=1[NH:30][NH:31][C:4](=[O:5])[CH2:3][C:2]([F:8])([F:7])[F:1]. (3) Given the reactants [Cl:1][C:2]1[N:7]=[C:6]([NH:8][C@@H:9]([C:12]([CH3:15])([CH3:14])[CH3:13])[CH2:10][SH:11])[C:5]([F:16])=[CH:4][N:3]=1.[C:17]([O-])([O-])=O.[K+].[K+].IC, predict the reaction product. The product is: [Cl:1][C:2]1[N:7]=[C:6]([NH:8][C@@H:9]([C:12]([CH3:13])([CH3:15])[CH3:14])[CH2:10][S:11][CH3:17])[C:5]([F:16])=[CH:4][N:3]=1. (4) Given the reactants [Cl:1][C:2]1[O:6][C:5]([CH2:7][C:8]2[CH:15]=[CH:14][C:11]([CH2:12]N)=[CH:10][CH:9]=2)=[CH:4][CH:3]=1.C(O)(=[O:18])C.N([O-])=O.[Na+].C(=O)([O-])[O-].[K+].[K+], predict the reaction product. The product is: [Cl:1][C:2]1[O:6][C:5]([CH2:7][C:8]2[CH:15]=[CH:14][C:11]([CH2:12][OH:18])=[CH:10][CH:9]=2)=[CH:4][CH:3]=1. (5) The product is: [CH3:25][O:24][C:22](=[O:23])[CH2:21][C:18]1[CH:17]=[CH:16][C:15]([O:14][CH2:41]/[CH:40]=[C:39](/[C:36]2[CH:35]=[CH:34][C:33]([C:30]3[CH:29]=[CH:28][C:27]([Br:26])=[CH:32][CH:31]=3)=[CH:38][CH:37]=2)\[CH3:1])=[CH:20][CH:19]=1. Given the reactants [CH2:1](P(CCCC)CCCC)CCC.[OH:14][C:15]1[CH:20]=[CH:19][C:18]([CH2:21][C:22]([O:24][CH3:25])=[O:23])=[CH:17][CH:16]=1.[Br:26][C:27]1[CH:32]=[CH:31][C:30]([C:33]2[CH:38]=[CH:37][C:36]([CH2:39]/[CH:40]=[CH:41]/CO)=[CH:35][CH:34]=2)=[CH:29][CH:28]=1, predict the reaction product. (6) Given the reactants [F:1][C:2]1[CH:3]=[CH:4][C:5]([O:11][C:12]2[CH:17]=[CH:16][C:15]([F:18])=[CH:14][CH:13]=2)=[C:6]([CH:10]=1)[C:7]([OH:9])=O.Cl.[NH2:20][CH2:21][C:22]1[CH:31]=[CH:30][C:25]([C:26]([O:28][CH3:29])=[O:27])=[CH:24][CH:23]=1, predict the reaction product. The product is: [F:1][C:2]1[CH:3]=[CH:4][C:5]([O:11][C:12]2[CH:17]=[CH:16][C:15]([F:18])=[CH:14][CH:13]=2)=[C:6]([CH:10]=1)[C:7]([NH:20][CH2:21][C:22]1[CH:23]=[CH:24][C:25]([C:26]([O:28][CH3:29])=[O:27])=[CH:30][CH:31]=1)=[O:9].